This data is from Forward reaction prediction with 1.9M reactions from USPTO patents (1976-2016). The task is: Predict the product of the given reaction. (1) The product is: [F:1][C:2]1[C:10]([F:11])=[CH:9][C:5]([C:6]([NH:23][C:19]([CH3:20])([C:21]#[CH:22])[CH3:18])=[O:8])=[C:4]([NH:12][CH2:13][C:14]([F:17])([F:16])[F:15])[CH:3]=1. Given the reactants [F:1][C:2]1[C:10]([F:11])=[CH:9][C:5]([C:6]([OH:8])=O)=[C:4]([NH:12][CH2:13][C:14]([F:17])([F:16])[F:15])[CH:3]=1.[CH3:18][C:19]([NH2:23])([C:21]#[CH:22])[CH3:20].CCN=C=NCCCN(C)C.CCN(C(C)C)C(C)C.C1C=CC2N(O)N=NC=2C=1, predict the reaction product. (2) Given the reactants [NH2:1][C:2]1[CH:7]=[CH:6][C:5]([C:8]2[N:9]=[C:10]3[C:15]([CH3:16])=[CH:14][CH:13]=[CH:12][N:11]3[CH:17]=2)=[CH:4][CH:3]=1.C(N(CC)CC)C.[Cl:25][CH2:26][CH2:27][CH2:28][S:29](Cl)(=[O:31])=[O:30], predict the reaction product. The product is: [CH3:16][C:15]1[C:10]2[N:11]([CH:17]=[C:8]([C:5]3[CH:4]=[CH:3][C:2]([NH:1][S:29]([CH2:28][CH2:27][CH2:26][Cl:25])(=[O:31])=[O:30])=[CH:7][CH:6]=3)[N:9]=2)[CH:12]=[CH:13][CH:14]=1. (3) The product is: [CH:1]([CH:4]1[C:8](=[O:9])[C:7]([CH3:10])([CH3:11])[CH2:6][CH2:5][CH2:12]1)([CH3:2])[CH3:3]. Given the reactants [CH:1]([CH:4]1[C:8](=[O:9])[C:7]([CH3:11])([CH3:10])[CH2:6][CH2:5]1)([CH3:3])[CH3:2].[CH3:12]C1(C)CCCCC1=O.C([N-]C(C)C)(C)C.[Li+].CN1C(=O)N(C)CCC1.IC(C)C, predict the reaction product. (4) Given the reactants [C:1]1([C:7]2[N:8]=[C:9]([CH:12]=O)[S:10][CH:11]=2)[CH:6]=[CH:5][CH:4]=[CH:3][CH:2]=1.[NH2:14][C:15]1[CH:16]=[C:17]([CH:32]=[CH:33][CH:34]=1)[CH2:18][O:19][C:20]1[CH:25]=[CH:24][C:23]([CH2:26][CH2:27][C:28]([O:30][CH3:31])=[O:29])=[CH:22][CH:21]=1.C(O[BH-](OC(=O)C)OC(=O)C)(=O)C.[Na+].[CH:49](=O)[CH2:50][CH3:51], predict the reaction product. The product is: [C:1]1([C:7]2[N:8]=[C:9]([CH2:12][N:14]([CH2:49][CH2:50][CH3:51])[C:15]3[CH:16]=[C:17]([CH:32]=[CH:33][CH:34]=3)[CH2:18][O:19][C:20]3[CH:21]=[CH:22][C:23]([CH2:26][CH2:27][C:28]([O:30][CH3:31])=[O:29])=[CH:24][CH:25]=3)[S:10][CH:11]=2)[CH:2]=[CH:3][CH:4]=[CH:5][CH:6]=1. (5) Given the reactants [CH:1](=[O:5])[CH2:2][CH2:3][CH3:4].[CH2:6]([OH:10])[CH:7]([OH:9])[CH3:8], predict the reaction product. The product is: [CH:1](=[O:5])[CH2:2][CH2:3][CH3:4].[CH2:6]([OH:10])[CH:7]([OH:9])[CH3:8]. (6) Given the reactants [NH2:1][CH:2]([CH2:8][C:9]1[CH:14]=[C:13]([F:15])[C:12]([F:16])=[CH:11][C:10]=1[F:17])[CH2:3][C:4]([O:6]C)=[O:5].O=C(CC1C=C(F)C(F)=CC=1F)CC(OC)=O.[OH-].[Na+], predict the reaction product. The product is: [NH2:1][CH:2]([CH2:8][C:9]1[CH:14]=[C:13]([F:15])[C:12]([F:16])=[CH:11][C:10]=1[F:17])[CH2:3][C:4]([OH:6])=[O:5]. (7) Given the reactants Cl.Cl.[O:3]1[C:7]2[CH:8]=[CH:9][CH:10]=[C:11]([CH:12]3[CH2:17][CH2:16][N:15]([CH2:18][CH2:19][C@H:20]4[CH2:25][CH2:24][C@H:23]([NH2:26])[CH2:22][CH2:21]4)[CH2:14][CH2:13]3)[C:6]=2[CH2:5][CH2:4]1.[C:27](O)(=[O:32])[CH2:28]/[CH:29]=[CH:30]/[CH3:31], predict the reaction product. The product is: [O:3]1[C:7]2[CH:8]=[CH:9][CH:10]=[C:11]([CH:12]3[CH2:17][CH2:16][N:15]([CH2:18][CH2:19][C@H:20]4[CH2:21][CH2:22][C@H:23]([NH:26][C:27](=[O:32])[CH2:28]/[CH:29]=[CH:30]/[CH3:31])[CH2:24][CH2:25]4)[CH2:14][CH2:13]3)[C:6]=2[CH2:5][CH2:4]1. (8) The product is: [CH:4]1([NH:7][C:8]2[C:13]([NH:14][C:28](=[O:29])[C:30]([F:33])([F:32])[F:31])=[CH:12][N:11]=[C:10]3[N:15]([S:18]([C:21]4[CH:27]=[CH:26][C:24]([CH3:25])=[CH:23][CH:22]=4)(=[O:19])=[O:20])[CH:16]=[CH:17][C:9]=23)[CH2:5][CH2:6][CH2:1][CH2:2][CH2:3]1. Given the reactants [CH2:1]1[CH2:6][CH2:5][CH:4]([NH:7][C:8]2[C:13]([NH2:14])=[CH:12][N:11]=[C:10]3[N:15]([S:18]([C:21]4[CH:27]=[CH:26][C:24]([CH3:25])=[CH:23][CH:22]=4)(=[O:20])=[O:19])[CH:16]=[CH:17][C:9]=23)[CH2:3][CH2:2]1.[C:28](O[C:28]([C:30]([F:33])([F:32])[F:31])=[O:29])([C:30]([F:33])([F:32])[F:31])=[O:29], predict the reaction product. (9) The product is: [CH3:21][CH:16]1[CH2:17][CH2:18][CH2:19][CH2:20][N:15]1[CH2:14][CH2:13][O:12][C:7]1[CH:8]=[C:9]2[C:4](=[CH:5][CH:6]=1)[CH:3]=[C:2]([B:29]([OH:30])[OH:28])[CH:11]=[CH:10]2. Given the reactants Br[C:2]1[CH:3]=[C:4]2[C:9](=[CH:10][CH:11]=1)[CH:8]=[C:7]([O:12][CH2:13][CH2:14][N:15]1[CH2:20][CH2:19][CH2:18][CH2:17][CH:16]1[CH3:21])[CH:6]=[CH:5]2.C([Li])CCC.C[O:28][B:29](OC)[O:30]C.[Cl-].[NH4+], predict the reaction product.